Dataset: Forward reaction prediction with 1.9M reactions from USPTO patents (1976-2016). Task: Predict the product of the given reaction. (1) Given the reactants [CH3:1][N:2]1[CH:6]=[C:5]([C:7]([O:9][CH3:10])=O)[N:4]=[CH:3]1.N1C=CC=C[CH:12]=1, predict the reaction product. The product is: [CH3:10][O:9][C:7]([C:5]1[N:4]=[CH:3][N:2]([CH3:1])[CH:6]=1)=[CH2:12]. (2) Given the reactants [Cl:1][C:2]1[N:7]=[C:6]([C:8](OC)=[O:9])[C:5]([O:12][C:13]2[CH:14]=[N:15][C:16]([S:19]([CH3:22])(=[O:21])=[O:20])=[CH:17][CH:18]=2)=[CH:4][CH:3]=1.[BH4-].[Na+].C(O)(=O)C, predict the reaction product. The product is: [Cl:1][C:2]1[N:7]=[C:6]([CH2:8][OH:9])[C:5]([O:12][C:13]2[CH:14]=[N:15][C:16]([S:19]([CH3:22])(=[O:20])=[O:21])=[CH:17][CH:18]=2)=[CH:4][CH:3]=1. (3) Given the reactants [F:1][C:2]([F:27])([F:26])[O:3][C:4]1[CH:9]=[CH:8][C:7]([N:10]2[CH:14]=[N:13][C:12]([C:15]3[CH:20]=[CH:19][C:18](/[CH:21]=[CH:22]/[C:23]([OH:25])=O)=[CH:17][CH:16]=3)=[N:11]2)=[CH:6][CH:5]=1.P([N:44]=[N+:45]=[N-:46])(=O)(OC1C=CC=CC=1)OC1C=CC=CC=1.C(N(CC)CC)C, predict the reaction product. The product is: [F:27][C:2]([F:1])([F:26])[O:3][C:4]1[CH:9]=[CH:8][C:7]([N:10]2[CH:14]=[N:13][C:12]([C:15]3[CH:20]=[CH:19][C:18](/[CH:21]=[CH:22]/[C:23]([N:44]=[N+:45]=[N-:46])=[O:25])=[CH:17][CH:16]=3)=[N:11]2)=[CH:6][CH:5]=1. (4) Given the reactants [C:1]1([S:7]([N:10]2[CH2:15][CH2:14][O:13][C:12]3[N:16]=[CH:17][C:18]([C:20](Cl)=[O:21])=[CH:19][C:11]2=3)(=[O:9])=[O:8])[CH:6]=[CH:5][CH:4]=[CH:3][CH:2]=1.[NH:23]1[CH2:28][CH2:27][CH2:26][CH2:25][CH2:24]1, predict the reaction product. The product is: [C:1]1([S:7]([N:10]2[CH2:15][CH2:14][O:13][C:12]3[N:16]=[CH:17][C:18]([C:20]([N:23]4[CH2:28][CH2:27][CH2:26][CH2:25][CH2:24]4)=[O:21])=[CH:19][C:11]2=3)(=[O:9])=[O:8])[CH:6]=[CH:5][CH:4]=[CH:3][CH:2]=1. (5) The product is: [C:24]([C:28]1[CH:37]=[CH:36][C:31]([CH2:32][NH:33][C:34]([NH:9][CH2:8][CH2:7][C:6]2[S:5][CH:4]=[N:3][C:2]=2[CH3:1])=[S:35])=[CH:30][CH:29]=1)([CH3:27])([CH3:25])[CH3:26]. Given the reactants [CH3:1][C:2]1[N:3]=[CH:4][S:5][C:6]=1[CH2:7][CH2:8][N:9]1C(=O)C2C(=CC=CC=2)C1=O.O.NN.Cl.[C:24]([C:28]1[CH:37]=[CH:36][C:31]([CH2:32][N:33]=[C:34]=[S:35])=[CH:30][CH:29]=1)([CH3:27])([CH3:26])[CH3:25], predict the reaction product. (6) Given the reactants [N:1]1[CH:6]=[CH:5][C:4]([C:7]2[CH:12]=[CH:11][CH:10]=[CH:9][C:8]=2[NH2:13])=[CH:3][CH:2]=1.[CH3:14][S:15](Cl)(=[O:17])=[O:16].N.CO.CCOC(C)=O, predict the reaction product. The product is: [CH3:14][S:15]([NH:13][C:8]1[CH:9]=[CH:10][CH:11]=[CH:12][C:7]=1[C:4]1[CH:5]=[CH:6][N:1]=[CH:2][CH:3]=1)(=[O:17])=[O:16]. (7) Given the reactants [CH2:1]([O:8][CH2:9][CH2:10][CH:11]=[CH:12][C:13]1[CH:18]=[C:17](Br)[CH:16]=[CH:15][C:14]=1[OH:20])[C:2]1[CH:7]=[CH:6][CH:5]=[CH:4][CH:3]=1.O.NN.[CH2:24]([O:31][C:32]1[CH:33]=[C:34](B(O)O)[CH:35]=[CH:36][CH:37]=1)[C:25]1[CH:30]=[CH:29][CH:28]=[CH:27][CH:26]=1, predict the reaction product. The product is: [CH2:24]([O:31][C:32]1[CH:37]=[C:36]([C:17]2[CH:16]=[CH:15][C:14]([OH:20])=[C:13]([CH:12]=[CH:11][CH2:10][CH2:9][O:8][CH2:1][C:2]3[CH:7]=[CH:6][CH:5]=[CH:4][CH:3]=3)[CH:18]=2)[CH:35]=[CH:34][CH:33]=1)[C:25]1[CH:30]=[CH:29][CH:28]=[CH:27][CH:26]=1. (8) Given the reactants [N+:1]([C:4]1[CH:5]=[C:6]2[C:10](=[CH:11][CH:12]=1)[NH:9][N:8]=[C:7]2[C:13]([OH:15])=O)([O-:3])=[O:2].[CH3:16][N:17](C)[OH:18].[CH2:20](Cl)CCl.C1C=CC2N(O)N=NC=2C=1.C(N(CC)CC)C, predict the reaction product. The product is: [CH3:20][O:18][N:17]([CH3:16])[C:13]([C:7]1[C:6]2[C:10](=[CH:11][CH:12]=[C:4]([N+:1]([O-:3])=[O:2])[CH:5]=2)[NH:9][N:8]=1)=[O:15].